This data is from KCNQ2 potassium channel screen with 302,405 compounds. The task is: Binary Classification. Given a drug SMILES string, predict its activity (active/inactive) in a high-throughput screening assay against a specified biological target. (1) The drug is FC(F)(F)c1cc(NC(=O)c2noc(C(C)C)c2)ccc1. The result is 0 (inactive). (2) The compound is Brc1ccc(C2C(CCCO)C(OC(=C2)C(=O)Nc2ccccc2)OCC)cc1. The result is 0 (inactive). (3) The result is 0 (inactive). The drug is S(=O)(=O)(CCNC(=O)CCS(=O)(=O)c1ccccc1)c1ccccc1.